This data is from Peptide-MHC class II binding affinity with 134,281 pairs from IEDB. The task is: Regression. Given a peptide amino acid sequence and an MHC pseudo amino acid sequence, predict their binding affinity value. This is MHC class II binding data. (1) The binding affinity (normalized) is 0.175. The MHC is HLA-DQA10301-DQB10302 with pseudo-sequence HLA-DQA10301-DQB10302. The peptide sequence is IQNSLSTEWSPCSVT. (2) The peptide sequence is SSPDNVKPLYIITPT. The MHC is DRB1_0301 with pseudo-sequence DRB1_0301. The binding affinity (normalized) is 0.0266.